From a dataset of Forward reaction prediction with 1.9M reactions from USPTO patents (1976-2016). Predict the product of the given reaction. (1) Given the reactants [F:1][C:2]([F:16])([F:15])[C:3]1[CH:8]=[CH:7][C:6]([C:9]2[O:13][C:12]([NH2:14])=[N:11][N:10]=2)=[CH:5][CH:4]=1.C(=O)([O-])[O-].[K+].[K+].CC1C=CC(S(O[CH2:34][CH2:35][O:36][C:37]2[CH:38]=[C:39]3[C:44](=[CH:45][CH:46]=2)[NH:43][C:42](=[O:47])[CH2:41][CH2:40]3)(=O)=O)=CC=1, predict the reaction product. The product is: [F:16][C:2]([F:1])([F:15])[C:3]1[CH:4]=[CH:5][C:6]([C:9]2[O:13][C:12]([NH:14][CH2:34][CH2:35][O:36][C:37]3[CH:38]=[C:39]4[C:44](=[CH:45][CH:46]=3)[NH:43][C:42](=[O:47])[CH2:41][CH2:40]4)=[N:11][N:10]=2)=[CH:7][CH:8]=1. (2) Given the reactants C(C1C=C(C=CC=1)OC1OC=C(C(OCC)=O)N=1)(C)(C)C.[Cl:22][C:23]1[CH:31]=[C:30]2[C:26]([C:27]([CH3:33])([CH3:32])[CH2:28][CH2:29]2)=[CH:25][C:24]=1[OH:34].Br[C:36]1[S:37][CH:38]=[C:39]([C:41]([NH:43][C:44]2[C:45]([O:66][CH3:67])=[N:46][C:47]([NH:52][CH2:53][CH2:54][N:55]([CH:63]([CH3:65])[CH3:64])[C:56](=[O:62])[O:57][C:58]([CH3:61])([CH3:60])[CH3:59])=[N:48][C:49]=2[O:50][CH3:51])=[O:42])[N:40]=1, predict the reaction product. The product is: [Cl:22][C:23]1[CH:31]=[C:30]2[C:26]([C:27]([CH3:32])([CH3:33])[CH2:28][CH2:29]2)=[CH:25][C:24]=1[O:34][C:36]1[S:37][CH:38]=[C:39]([C:41]([NH:43][C:44]2[C:45]([O:66][CH3:67])=[N:46][C:47]([NH:52][CH2:53][CH2:54][N:55]([CH:63]([CH3:64])[CH3:65])[C:56](=[O:62])[O:57][C:58]([CH3:60])([CH3:61])[CH3:59])=[N:48][C:49]=2[O:50][CH3:51])=[O:42])[N:40]=1.